This data is from Forward reaction prediction with 1.9M reactions from USPTO patents (1976-2016). The task is: Predict the product of the given reaction. (1) Given the reactants [NH2:1][C:2]1[C:7]([NH2:8])=[CH:6][N:5]=[C:4]([C:9]2[CH:14]=[CH:13][C:12]([F:15])=[CH:11][CH:10]=2)[N:3]=1.[C:16]([S:20]([NH:23][C@@H:24]1[CH2:29][CH2:28][C@H:27]([C:30](O)=O)[CH2:26][CH2:25]1)(=[O:22])=[O:21])([CH3:19])([CH3:18])[CH3:17], predict the reaction product. The product is: [C:16]([S:20]([NH:23][C@@H:24]1[CH2:25][CH2:26][C@H:27]([C:30]2[NH:8][C:7]3[C:2](=[N:3][C:4]([C:9]4[CH:10]=[CH:11][C:12]([F:15])=[CH:13][CH:14]=4)=[N:5][CH:6]=3)[N:1]=2)[CH2:28][CH2:29]1)(=[O:22])=[O:21])([CH3:19])([CH3:17])[CH3:18]. (2) Given the reactants Br[C:2]1[C:3](=[O:17])[N:4]([CH2:9][O:10][CH2:11][CH2:12][Si:13]([CH3:16])([CH3:15])[CH3:14])[N:5]=[C:6]([Cl:8])[CH:7]=1.[CH:18]1([C:21]2[NH:25][N:24]=[C:23]([NH2:26])[CH:22]=2)[CH2:20][CH2:19]1.C(=O)([O-])[O-].[Cs+].[Cs+].C1(P(C2C=CC=CC=2)C2C3OC4C(=CC=CC=4P(C4C=CC=CC=4)C4C=CC=CC=4)C(C)(C)C=3C=CC=2)C=CC=CC=1, predict the reaction product. The product is: [Cl:8][C:6]1[CH:7]=[C:2]([NH:26][C:23]2[CH:22]=[C:21]([CH:18]3[CH2:20][CH2:19]3)[NH:25][N:24]=2)[C:3](=[O:17])[N:4]([CH2:9][O:10][CH2:11][CH2:12][Si:13]([CH3:16])([CH3:15])[CH3:14])[N:5]=1. (3) Given the reactants Cl.[NH:2]1[CH2:7][CH2:6][CH:5]([N:8]2[N:12]=[C:11]([CH2:13][O:14][C:15]3[CH:16]=[CH:17][C:18]([N:21]4[CH:25]=[N:24][N:23]=[N:22]4)=[N:19][CH:20]=3)[CH:10]=[N:9]2)[CH2:4][CH2:3]1.[CH:26]([S:29](Cl)(=[O:31])=[O:30])([CH3:28])[CH3:27], predict the reaction product. The product is: [CH:26]([S:29]([N:2]1[CH2:3][CH2:4][CH:5]([N:8]2[N:12]=[C:11]([CH2:13][O:14][C:15]3[CH:16]=[CH:17][C:18]([N:21]4[CH:25]=[N:24][N:23]=[N:22]4)=[N:19][CH:20]=3)[CH:10]=[N:9]2)[CH2:6][CH2:7]1)(=[O:31])=[O:30])([CH3:28])[CH3:27]. (4) Given the reactants [CH3:1][N:2]1[CH2:15][CH2:14][C:5]2[NH:6][C:7]3[CH:8]=[CH:9][C:10]([CH3:13])=[CH:11][C:12]=3[C:4]=2[CH2:3]1.[Br:16][C:17]1[CH:22]=[CH:21][CH:20]=[CH:19][C:18]=1Br.[O-]P([O-])([O-])=O.[K+].[K+].[K+].N1CCC[C@H]1C(O)=O, predict the reaction product. The product is: [Br:16][C:17]1[CH:22]=[CH:21][CH:20]=[CH:19][C:18]=1[N:6]1[C:7]2[CH:8]=[CH:9][C:10]([CH3:13])=[CH:11][C:12]=2[C:4]2[CH2:3][N:2]([CH3:1])[CH2:15][CH2:14][C:5]1=2. (5) Given the reactants [CH3:1][O:2][C:3](=[O:13])[CH2:4][C:5]1[CH:10]=[CH:9][C:8]([NH:11][CH3:12])=[CH:7][CH:6]=1.[CH:14](N(CC)C(C)C)([CH3:16])[CH3:15].C(Cl)C=C.C(=O)(O)[O-:28].[Na+], predict the reaction product. The product is: [CH3:1][O:2][C:3](=[O:13])[CH2:4][C:5]1[CH:10]=[CH:9][C:8]([NH:11][CH2:12][C:15](=[O:28])[CH:14]=[CH2:16])=[CH:7][CH:6]=1. (6) Given the reactants [CH2:1]([O:3][C@@H:4]([CH2:8][C:9]1[CH:14]=[CH:13][C:12]([O:15][CH2:16][CH2:17][CH2:18][CH2:19][C:20]2[CH:25]=[CH:24][C:23]([N+:26]([O-])=O)=[CH:22][CH:21]=2)=[CH:11][CH:10]=1)[C:5]([OH:7])=[O:6])[CH3:2], predict the reaction product. The product is: [NH2:26][C:23]1[CH:22]=[CH:21][C:20]([CH2:19][CH2:18][CH2:17][CH2:16][O:15][C:12]2[CH:11]=[CH:10][C:9]([CH2:8][C@H:4]([O:3][CH2:1][CH3:2])[C:5]([OH:7])=[O:6])=[CH:14][CH:13]=2)=[CH:25][CH:24]=1. (7) Given the reactants [C:1]([O:4][C@H:5]1[CH2:10][CH2:9][C@@H:8]([C:11]2[CH:16]=[CH:15][CH:14]=[CH:13][C:12]=2[Sn](CCCC)(CCCC)CCCC)[CH2:7][CH2:6]1)(=[O:3])[CH3:2].Br[C:31]1[N:32]=[C:33]([N:41]2[CH2:46][CH2:45][N:44]([CH2:47][CH3:48])[CH2:43][CH2:42]2)[C:34]2[C:39]([CH:40]=1)=[CH:38][CH:37]=[CH:36][CH:35]=2, predict the reaction product. The product is: [CH2:47]([N:44]1[CH2:43][CH2:42][N:41]([C:33]2[C:34]3[C:39](=[CH:38][CH:37]=[CH:36][CH:35]=3)[CH:40]=[C:31]([C:14]3[CH:13]=[CH:12][C:11]([C@H:8]4[CH2:7][CH2:6][C@@H:5]([O:4][C:1](=[O:3])[CH3:2])[CH2:10][CH2:9]4)=[CH:16][CH:15]=3)[N:32]=2)[CH2:46][CH2:45]1)[CH3:48].